Dataset: Full USPTO retrosynthesis dataset with 1.9M reactions from patents (1976-2016). Task: Predict the reactants needed to synthesize the given product. (1) Given the product [CH3:17][C:16]1([CH3:18])[C:12]([CH3:11])([CH3:26])[O:13][B:14]([C:19]2[CH:25]=[CH:24][C:22]([NH:23][C:2]3[O:3][C:4]4[CH:10]=[CH:9][CH:8]=[CH:7][C:5]=4[N:6]=3)=[CH:21][CH:20]=2)[O:15]1, predict the reactants needed to synthesize it. The reactants are: Cl[C:2]1[O:3][C:4]2[CH:10]=[CH:9][CH:8]=[CH:7][C:5]=2[N:6]=1.[CH3:11][C:12]1([CH3:26])[C:16]([CH3:18])([CH3:17])[O:15][B:14]([C:19]2[CH:25]=[CH:24][C:22]([NH2:23])=[CH:21][CH:20]=2)[O:13]1. (2) Given the product [OH:2][C:3]1[CH:8]=[CH:7][C:6]([OH:9])=[CH:5][C:4]=1[C:11]1[C:12]2[NH:16][C:15]([C:17]([CH2:42][CH2:43][CH2:44][CH2:45][CH2:46][CH2:47][CH3:48])=[C:18]3[N:41]=[C:21]([CH:22]=[C:23]4[NH:40][C:26](=[C:27]([CH2:33][CH2:34][CH2:35][CH2:36][CH2:37][CH2:38][CH3:39])[C:28]5[CH:29]=[CH:30][C:31]=1[N:32]=5)[CH:25]=[CH:24]4)[CH:20]=[CH:19]3)=[CH:14][CH:13]=2, predict the reactants needed to synthesize it. The reactants are: C[O:2][C:3]1[CH:8]=[CH:7][C:6]([O:9]C)=[CH:5][C:4]=1[C:11]1[C:12]2[NH:16][C:15]([C:17]([CH2:42][CH2:43][CH2:44][CH2:45][CH2:46][CH2:47][CH3:48])=[C:18]3[N:41]=[C:21]([CH:22]=[C:23]4[NH:40][C:26](=[C:27]([CH2:33][CH2:34][CH2:35][CH2:36][CH2:37][CH2:38][CH3:39])[C:28]5[CH:29]=[CH:30][C:31]=1[N:32]=5)[CH:25]=[CH:24]4)[CH:20]=[CH:19]3)=[CH:14][CH:13]=2.B(Br)(Br)Br.C(=O)(O)[O-].[Na+]. (3) Given the product [Br:22][C:10]1[S:9][C:7]2[NH:8][C:2](=[O:1])[CH2:3][N:4]=[C:5]([C:12]3[CH:13]=[CH:14][C:15]([C:16]([O:18][CH3:19])=[O:17])=[CH:20][CH:21]=3)[C:6]=2[CH:11]=1, predict the reactants needed to synthesize it. The reactants are: [O:1]=[C:2]1[NH:8][C:7]2[S:9][CH:10]=[CH:11][C:6]=2[C:5]([C:12]2[CH:21]=[CH:20][C:15]([C:16]([O:18][CH3:19])=[O:17])=[CH:14][CH:13]=2)=[N:4][CH2:3]1.[Br:22]Br. (4) Given the product [CH3:10][C:8]1[CH:7]=[CH:6][N:5]=[C:4]([C:1](=[O:3])[CH2:2][C:11](=[O:17])[C:12]([O:14][CH2:15][CH3:16])=[O:13])[CH:9]=1, predict the reactants needed to synthesize it. The reactants are: [C:1]([C:4]1[CH:9]=[C:8]([CH3:10])[CH:7]=[CH:6][N:5]=1)(=[O:3])[CH3:2].[C:11](OCC)(=[O:17])[C:12]([O:14][CH2:15][CH3:16])=[O:13]. (5) Given the product [Cl:22][C:23]1[CH:24]=[C:25]([CH2:30][S:31]([NH:34][C:52]2[C:53]([O:54][CH3:55])=[CH:48][N:49]=[C:50]([C:56]([F:58])([F:59])[F:57])[N:51]=2)(=[O:33])=[O:32])[CH:26]=[CH:27][C:28]=1[Cl:29], predict the reactants needed to synthesize it. The reactants are: ClC1C=C(S(NC2C(OC)=CN=C(Cl)N=2)(=O)=O)C=CC=1Cl.[Cl:22][C:23]1[CH:24]=[C:25]([CH2:30][S:31]([NH2:34])(=[O:33])=[O:32])[CH:26]=[CH:27][C:28]=1[Cl:29].ClC1C=C(S(N)(=O)=O)C=CC=1Cl.Cl[C:48]1[C:53]([O:54][CH3:55])=[CH:52][N:51]=[C:50]([C:56]([F:59])([F:58])[F:57])[N:49]=1.ClC1N=C(Cl)C(OC)=CN=1. (6) The reactants are: [OH:1][CH2:2][C:3]1[N:12]=[CH:11][CH:10]=[C:9]2[C:4]=1[CH:5]=[C:6]([C:28]1[CH:33]=[CH:32][CH:31]=[CH:30][CH:29]=1)[C:7]([C:13]1[CH:27]=[CH:26][C:16]([CH2:17][NH:18][C:19](=[O:25])[O:20][C:21]([CH3:24])([CH3:23])[CH3:22])=[CH:15][CH:14]=1)=[N:8]2.[Br-].Br[CH2:36][C:37]1[CH:42]=[CH:41][NH+:40]=[CH:39][CH:38]=1.C1COCC1.[H-].[Na+]. Given the product [C:28]1([C:6]2[C:7]([C:13]3[CH:14]=[CH:15][C:16]([CH2:17][NH:18][C:19](=[O:25])[O:20][C:21]([CH3:24])([CH3:23])[CH3:22])=[CH:26][CH:27]=3)=[N:8][C:9]3[C:4]([CH:5]=2)=[C:3]([CH2:2][O:1][CH2:36][C:37]2[CH:42]=[CH:41][N:40]=[CH:39][CH:38]=2)[N:12]=[CH:11][CH:10]=3)[CH:29]=[CH:30][CH:31]=[CH:32][CH:33]=1, predict the reactants needed to synthesize it.